This data is from Forward reaction prediction with 1.9M reactions from USPTO patents (1976-2016). The task is: Predict the product of the given reaction. The product is: [Br:1][C:2]1[CH:3]=[N:4][N:5]2[CH:10]=[CH:9][C:8]([C:15]3[CH:16]=[CH:17][CH:18]=[CH:19][C:14]=3[O:13][CH3:12])=[N:7][C:6]=12. Given the reactants [Br:1][C:2]1[CH:3]=[N:4][N:5]2[CH:10]=[CH:9][C:8](Cl)=[N:7][C:6]=12.[CH3:12][O:13][C:14]1[CH:19]=[CH:18][CH:17]=[CH:16][C:15]=1B(O)O.C(=O)([O-])[O-].[K+].[K+], predict the reaction product.